This data is from Full USPTO retrosynthesis dataset with 1.9M reactions from patents (1976-2016). The task is: Predict the reactants needed to synthesize the given product. Given the product [CH2:77]([O:76][C:42]1[C:41]([NH2:40])=[N:46][CH:45]=[N:44][C:43]=1[N:47]1[CH2:52][CH2:51][CH:50]([C:53]2[N:54]([CH2:69][CH2:70][NH:20][CH:19]([CH3:21])[CH3:18])[CH:55]=[C:56]([C:58]3[CH:63]=[CH:62][C:61]([F:64])=[C:60]([C:65]([F:67])([F:66])[F:68])[CH:59]=3)[N:57]=2)[CH2:49][CH2:48]1)[CH3:78], predict the reactants needed to synthesize it. The reactants are: NC1C(C#N)=C(N2CCC(C3N(CCNCC4CC4)[CH:18]=[C:19]([C:21]4C=CC(F)=C(C)C=4)[N:20]=3)CC2)N=CN=1.C(N)(C)C.[NH2:40][C:41]1[N:46]=[CH:45][N:44]=[C:43]([N:47]2[CH2:52][CH2:51][CH:50]([C:53]3[N:54]([CH2:69][CH2:70]OS(C)(=O)=O)[CH:55]=[C:56]([C:58]4[CH:63]=[CH:62][C:61]([F:64])=[C:60]([C:65]([F:68])([F:67])[F:66])[CH:59]=4)[N:57]=3)[CH2:49][CH2:48]2)[C:42]=1[O:76][CH2:77][CH3:78].NC1N=CN=C(N2CCC(C3N(CCOS(C)(=O)=O)C=C(C4C=CC(F)=C(C(F)(F)F)C=4)N=3)CC2)C=1C#N.